This data is from NCI-60 drug combinations with 297,098 pairs across 59 cell lines. The task is: Regression. Given two drug SMILES strings and cell line genomic features, predict the synergy score measuring deviation from expected non-interaction effect. Drug 1: C1=CC=C(C(=C1)C(C2=CC=C(C=C2)Cl)C(Cl)Cl)Cl. Drug 2: CC(C)(C#N)C1=CC(=CC(=C1)CN2C=NC=N2)C(C)(C)C#N. Cell line: PC-3. Synergy scores: CSS=0.0820, Synergy_ZIP=2.08, Synergy_Bliss=4.89, Synergy_Loewe=1.07, Synergy_HSA=1.19.